From a dataset of Reaction yield outcomes from USPTO patents with 853,638 reactions. Predict the reaction yield, written as a fraction of the theoretical maximum amount of product (1.0 means a 100% yield; for example, 0.34 means a 34% yield). (1) The reactants are [OH:1][NH:2][C:3](=[NH:6])[CH2:4][OH:5].[F:7][C:8]1[CH:16]=[CH:15][C:11]([C:12](Cl)=O)=[CH:10][CH:9]=1.N1C=CC=C[CH:18]=1. The catalyst is C(Cl)Cl. The product is [F:7][C:8]1[CH:16]=[CH:15][C:11]([C:12]2[O:1][N:2]=[C:3]([CH:4]([OH:5])[CH3:18])[N:6]=2)=[CH:10][CH:9]=1. The yield is 0.0900. (2) The reactants are [Cl:1][C:2]1[CH:7]=[CH:6][C:5]([C:8]2[C:16]3[C:11](=[N:12][CH:13]=[N:14][C:15]=3[N:17]=CN(C)C)[NH:10][N:9]=2)=[CH:4][CH:3]=1.[CH2:22]([N:29]=[C:30]=[O:31])[C:23]1[CH:28]=[CH:27][CH:26]=[CH:25][CH:24]=1.C(Cl)Cl.CO. The catalyst is O1CCOCC1. The product is [NH2:17][C:15]1[N:14]=[CH:13][N:12]=[C:11]2[N:10]([C:30]([NH:29][CH2:22][C:23]3[CH:28]=[CH:27][CH:26]=[CH:25][CH:24]=3)=[O:31])[N:9]=[C:8]([C:5]3[CH:6]=[CH:7][C:2]([Cl:1])=[CH:3][CH:4]=3)[C:16]=12. The yield is 0.850. (3) The reactants are [C:1]([O:4][C:5]([CH3:25])([CH2:7][CH2:8][CH2:9][N:10]1[CH2:19][C@@H:18]2[CH2:20][O:21][CH2:22][CH2:23][N:17]2[C:16]2[N:15]=[C:14](Cl)[N:13]=[CH:12][C:11]1=2)[CH3:6])(=[O:3])[CH3:2].[NH:26]1[C:34]2[CH:33]=[CH:32][CH:31]=[C:30](B(O)O)[C:29]=2[CH:28]=[CH:27]1. The catalyst is Cl[Pd]Cl.C1(P(C2C=CC=CC=2)[C-]2C=CC=C2)C=CC=CC=1.[C-]1(P(C2C=CC=CC=2)C2C=CC=CC=2)C=CC=C1.[Fe+2]. The product is [C:1]([O:4][C:5]([CH3:25])([CH2:7][CH2:8][CH2:9][N:10]1[CH2:19][C@@H:18]2[CH2:20][O:21][CH2:22][CH2:23][N:17]2[C:16]2[N:15]=[C:14]([C:30]3[CH:31]=[CH:32][CH:33]=[C:34]4[C:29]=3[CH:28]=[CH:27][NH:26]4)[N:13]=[CH:12][C:11]1=2)[CH3:6])(=[O:3])[CH3:2]. The yield is 0.270.